Dataset: Catalyst prediction with 721,799 reactions and 888 catalyst types from USPTO. Task: Predict which catalyst facilitates the given reaction. (1) Reactant: Br[C:2]1[CH:27]=[CH:26][C:5]2[N:6]([CH:19]([CH2:24][CH3:25])[C:20]([O:22]C)=[O:21])[C:7](=[N:9][C:10](=[O:18])[C:11]3[CH:16]=[CH:15][C:14]([CH3:17])=[CH:13][CH:12]=3)[S:8][C:4]=2[CH:3]=1.[F:28][C:29]1[C:34]([F:35])=[CH:33][CH:32]=[CH:31][C:30]=1B(O)O.P([O-])([O-])([O-])=O.[K+].[K+].[K+]. Product: [F:28][C:29]1[C:34]([F:35])=[CH:33][CH:32]=[CH:31][C:30]=1[C:2]1[CH:27]=[CH:26][C:5]2[N:6]([CH:19]([CH2:24][CH3:25])[C:20]([OH:22])=[O:21])[C:7](=[N:9][C:10](=[O:18])[C:11]3[CH:16]=[CH:15][C:14]([CH3:17])=[CH:13][CH:12]=3)[S:8][C:4]=2[CH:3]=1. The catalyst class is: 427. (2) Reactant: Br[C:2]1[CH:3]=[CH:4][C:5]2[NH:6][C:7]3[C:12]([C:13]=2[CH:14]=1)=[CH:11][C:10](Br)=[CH:9][CH:8]=3.[C:16]1(B(O)O)[CH:21]=[CH:20][CH:19]=[CH:18][CH:17]=1.C([O-])([O-])=O.[K+].[K+]. Product: [C:16]1([C:2]2[CH:3]=[CH:4][C:5]3[NH:6][C:7]4[C:12]([C:13]=3[CH:14]=2)=[CH:11][C:10]([C:2]2[CH:3]=[CH:4][CH:5]=[CH:13][CH:14]=2)=[CH:9][CH:8]=4)[CH:21]=[CH:20][CH:19]=[CH:18][CH:17]=1. The catalyst class is: 206. (3) Reactant: [Cl:1][C:2]1[CH:7]=[CH:6][C:5]([N:8]2[C:16]([C:17]([CH:28]3[CH2:33][CH2:32][CH2:31][CH2:30][CH2:29]3)([O:26][CH3:27])C3C=CC(C#N)=CC=3)=[C:15]3[C:10]([CH:11]=[CH:12][CH:13]=[CH:14]3)=[N:9]2)=[CH:4][CH:3]=1.[N-:34]=[N+:35]=[N-:36].[Na+].Cl.C([N:41]([CH2:44][CH3:45])CC)C. Product: [Cl:1][C:2]1[CH:3]=[CH:4][C:5]([N:8]2[C:16]([CH:17]([CH:28]3[CH2:29][CH2:30][CH2:31][CH2:32][CH2:33]3)[O:26][CH2:27][C:2]3[CH:7]=[CH:6][C:45]([C:44]4[N:34]=[N:35][NH:36][N:41]=4)=[CH:4][CH:3]=3)=[C:15]3[C:10]([CH:11]=[CH:12][CH:13]=[CH:14]3)=[N:9]2)=[CH:6][CH:7]=1. The catalyst class is: 3.